Dataset: Full USPTO retrosynthesis dataset with 1.9M reactions from patents (1976-2016). Task: Predict the reactants needed to synthesize the given product. (1) Given the product [Cl:1][C:2]1[CH:11]=[CH:10][C:9]2[CH:8]([O:12][CH3:15])[CH2:7][CH2:6][CH2:5][C:4]=2[N:3]=1, predict the reactants needed to synthesize it. The reactants are: [Cl:1][C:2]1[CH:11]=[CH:10][C:9]2[CH:8]([OH:12])[CH2:7][CH2:6][CH2:5][C:4]=2[N:3]=1.[H-].[Na+].[CH3:15]I. (2) Given the product [CH:18]1([C@H:21]([NH:29][C:30]([C:32]2[C:41]3[C:36](=[C:37]([Cl:42])[CH:38]=[CH:39][CH:40]=3)[C:35](=[O:43])[N:34]([CH2:44][CH2:45][CH3:46])[C:33]=2[CH2:47][N:15]2[CH2:16][CH2:17][N:12]([C:8]([CH3:11])([CH3:10])[CH3:9])[CH2:13][CH2:14]2)=[O:31])[C:22]2[CH:27]=[CH:26][CH:25]=[C:24]([F:28])[CH:23]=2)[CH2:20][CH2:19]1, predict the reactants needed to synthesize it. The reactants are: C(N(CC)CC)C.[C:8]([N:12]1[CH2:17][CH2:16][NH:15][CH2:14][CH2:13]1)([CH3:11])([CH3:10])[CH3:9].[CH:18]1([C@H:21]([NH:29][C:30]([C:32]2[C:41]3[C:36](=[C:37]([Cl:42])[CH:38]=[CH:39][CH:40]=3)[C:35](=[O:43])[N:34]([CH2:44][CH2:45][CH3:46])[C:33]=2[CH2:47]Br)=[O:31])[C:22]2[CH:27]=[CH:26][CH:25]=[C:24]([F:28])[CH:23]=2)[CH2:20][CH2:19]1.[OH-].[Na+]. (3) Given the product [C:20]([C@@H:16]1[CH2:17][CH2:18][CH2:19][N:15]1[C:13]([C@H:12]1[NH:8][C@@H:9]([CH2:22][O:23][C:24]2[C:33]3[C:28](=[CH:29][CH:30]=[CH:31][CH:32]=3)[C:27]([NH:34][S:42]([CH3:41])(=[O:44])=[O:43])=[CH:26][CH:25]=2)[CH2:10][CH2:11]1)=[O:14])#[N:21], predict the reactants needed to synthesize it. The reactants are: C(OC([N:8]1[CH:12]([C:13]([N:15]2[CH2:19][CH2:18][CH2:17][CH:16]2[C:20]#[N:21])=[O:14])[CH2:11][CH2:10][CH:9]1[CH2:22][O:23][C:24]1[C:33]2[C:28](=[CH:29][CH:30]=[CH:31][CH:32]=2)[C:27]([NH2:34])=[CH:26][CH:25]=1)=O)(C)(C)C.N1C=CC=CC=1.[CH3:41][S:42](Cl)(=[O:44])=[O:43]. (4) Given the product [Br:1][C:2]1[CH:16]=[CH:15][C:5]2[N:6]=[C:7]([NH:9][C:10]([NH:12][CH2:13][CH3:14])=[O:11])[S:8][C:4]=2[C:3]=1[O:17][CH3:18], predict the reactants needed to synthesize it. The reactants are: [Br:1][C:2]1[CH:16]=[CH:15][C:5]2[N:6]=[C:7]([NH:9][C:10]([NH:12][CH2:13][CH3:14])=[O:11])[S:8][C:4]=2[C:3]=1[OH:17].[C:18](=O)([O-])[O-].[K+].[K+].IC. (5) Given the product [F:1][C:2]1[CH:3]=[C:4]([CH2:9][CH:10]([NH:14][C:15](=[O:21])[O:16][C:17]([CH3:20])([CH3:19])[CH3:18])[CH:11]([OH:12])[CH2:13][NH:35][C:32]2([C:30]3[N:31]=[C:27]([CH2:22][C:23]([CH3:26])([CH3:25])[CH3:24])[S:28][CH:29]=3)[CH2:33][CH2:34]2)[CH:5]=[C:6]([F:8])[CH:7]=1, predict the reactants needed to synthesize it. The reactants are: [F:1][C:2]1[CH:3]=[C:4]([CH2:9][CH:10]([NH:14][C:15](=[O:21])[O:16][C:17]([CH3:20])([CH3:19])[CH3:18])[CH:11]2[CH2:13][O:12]2)[CH:5]=[C:6]([F:8])[CH:7]=1.[CH2:22]([C:27]1[S:28][CH:29]=[C:30]([C:32]2([NH2:35])[CH2:34][CH2:33]2)[N:31]=1)[C:23]([CH3:26])([CH3:25])[CH3:24].C(N(CC)C(C)C)(C)C. (6) Given the product [CH2:24]([O:14][C:13](=[O:15])[C:12](=[O:16])[CH2:11][C:8]1([C:4]2[CH:5]=[CH:6][CH:7]=[C:2]([Cl:1])[C:3]=2[O:17][CH3:18])[CH2:10][CH2:9]1)[CH3:25], predict the reactants needed to synthesize it. The reactants are: [Cl:1][C:2]1[C:3]([O:17][CH3:18])=[C:4]([C:8]2([CH2:11][C:12](=[O:16])[C:13]([OH:15])=[O:14])[CH2:10][CH2:9]2)[CH:5]=[CH:6][CH:7]=1.S(=O)(=O)(O)O.[CH2:24](O)[CH3:25]. (7) Given the product [F:20][CH:21]([F:24])[CH2:22][NH:23][CH2:15][C:13]1[N:14]=[C:10]([NH:9][C:7]([NH:6][CH2:5][C:4]2[CH:17]=[CH:18][CH:19]=[C:2]([F:1])[CH:3]=2)=[O:8])[S:11][CH:12]=1, predict the reactants needed to synthesize it. The reactants are: [F:1][C:2]1[CH:3]=[C:4]([CH:17]=[CH:18][CH:19]=1)[CH2:5][NH:6][C:7]([NH:9][C:10]1[S:11][CH:12]=[C:13]([CH2:15]I)[N:14]=1)=[O:8].[F:20][CH:21]([F:24])[CH2:22][NH2:23].CO.